This data is from Catalyst prediction with 721,799 reactions and 888 catalyst types from USPTO. The task is: Predict which catalyst facilitates the given reaction. (1) Reactant: [CH3:1][C:2]1[CH:7]=[CH:6][C:5]([S:8]([CH2:11][CH2:12][CH3:13])(=[O:10])=[O:9])=[C:4]([N+:14]([O-])=O)[CH:3]=1.[H][H]. Product: [CH3:1][C:2]1[CH:7]=[CH:6][C:5]([S:8]([CH2:11][CH2:12][CH3:13])(=[O:10])=[O:9])=[C:4]([CH:3]=1)[NH2:14]. The catalyst class is: 19. (2) Reactant: O.C1(P(C2C=CC=CC=2)C2C=CC=CC=2)C=CC=CC=1.[N:21]([CH:24]([C:26]1[CH:31]=[CH:30][C:29]([Cl:32])=[CH:28][N:27]=1)[CH3:25])=[N+]=[N-].Cl. Product: [Cl:32][C:29]1[CH:30]=[CH:31][C:26]([CH:24]([NH2:21])[CH3:25])=[N:27][CH:28]=1. The catalyst class is: 217.